Dataset: Full USPTO retrosynthesis dataset with 1.9M reactions from patents (1976-2016). Task: Predict the reactants needed to synthesize the given product. (1) Given the product [N+:11]([C:8]1[CH:9]=[CH:10][C:4]2[O:3][C:2]([C:19]3[S:20][CH:21]=[CH:22][CH:23]=3)=[N:6][C:5]=2[CH:7]=1)([O-:13])=[O:12], predict the reactants needed to synthesize it. The reactants are: Cl[C:2]1[O:3][C:4]2[CH:10]=[CH:9][C:8]([N+:11]([O-:13])=[O:12])=[CH:7][C:5]=2[N:6]=1.C([Sn](CCCC)(CCCC)[C:19]1[S:20][CH:21]=[CH:22][CH:23]=1)CCC.C(OCC)(=O)C. (2) The reactants are: C1(P(C2C=CC=CC=2)C2C=CC=CC=2)C=CC=CC=1.[Cl:20][C:21]1[C:22]2[C:29]([I:30])=[CH:28][NH:27][C:23]=2[N:24]=[CH:25][N:26]=1.N(C(OC(C)C)=O)=NC(OC(C)C)=O.O[CH2:46][CH2:47][C@@H:48]([NH:51][C:52](=[O:58])[O:53][C:54]([CH3:57])([CH3:56])[CH3:55])[CH:49]=[CH2:50]. Given the product [Cl:20][C:21]1[C:22]2[C:29]([I:30])=[CH:28][N:27]([CH2:50][CH2:49][C@@H:48]([NH:51][C:52](=[O:58])[O:53][C:54]([CH3:57])([CH3:56])[CH3:55])[CH:47]=[CH2:46])[C:23]=2[N:24]=[CH:25][N:26]=1, predict the reactants needed to synthesize it. (3) Given the product [NH2:1][C:2]1[N:3]([C:12]2[N:13]=[CH:14][N:15]=[C:16]([OH:22])[C:17]=2[N:18]=1)[C@@H:4]1[O:11][C@H:8]([CH2:9][OH:10])[C@@H:6]([OH:7])[CH2:5]1, predict the reactants needed to synthesize it. The reactants are: [NH2:1][C:2]1[N:3]([C:12]2[N:13]=[CH:14][N:15]=[C:16](N)[C:17]=2[N:18]=1)[C@@H:4]1[O:11][C@H:8]([CH2:9][OH:10])[C@@H:6]([OH:7])[CH2:5]1.[C@@H]1(N2C3N=CN=C(N)C=3N=C2)O[C@H](CO)[C@@H](O)[C@H]1[OH:22]. (4) Given the product [N:1]1([NH:10][C:11]([N:21]([CH3:20])[C:22]2[CH:23]=[N:24][CH:25]=[CH:26][CH:27]=2)=[O:19])[C:9]2[C:4](=[CH:5][CH:6]=[CH:7][CH:8]=2)[CH:3]=[CH:2]1, predict the reactants needed to synthesize it. The reactants are: [N:1]1([NH:10][C:11](=[O:19])OC2C=CC=CC=2)[C:9]2[C:4](=[CH:5][CH:6]=[CH:7][CH:8]=2)[CH:3]=[CH:2]1.[CH3:20][NH:21][C:22]1[CH:23]=[N:24][CH:25]=[CH:26][CH:27]=1. (5) Given the product [Cl:19][C:20]1[CH:25]=[C:24]([F:26])[C:23]([F:27])=[CH:22][C:21]=1[S:28]([N:6]([CH2:5][C:4]1[CH:13]=[CH:14][C:15]([O:17][CH3:18])=[CH:16][C:3]=1[O:2][CH3:1])[C:7]1[CH:12]=[CH:11][N:10]=[CH:9][N:8]=1)(=[O:30])=[O:29], predict the reactants needed to synthesize it. The reactants are: [CH3:1][O:2][C:3]1[CH:16]=[C:15]([O:17][CH3:18])[CH:14]=[CH:13][C:4]=1[CH2:5][NH:6][C:7]1[CH:12]=[CH:11][N:10]=[CH:9][N:8]=1.[Cl:19][C:20]1[CH:25]=[C:24]([F:26])[C:23]([F:27])=[CH:22][C:21]=1[S:28](Cl)(=[O:30])=[O:29].N12CCN(CC1)CC2. (6) Given the product [OH:1][C:2]1[CH:7]=[CH:6][C:5]([CH2:8][CH:9]([NH2:12])[CH3:10])=[CH:4][CH:3]=1, predict the reactants needed to synthesize it. The reactants are: [OH:1][C:2]1[CH:7]=[CH:6][C:5]([CH2:8][C:9](=O)[CH3:10])=[CH:4][CH:3]=1.[NH3:12].[H][H].